The task is: Predict the product of the given reaction.. This data is from Forward reaction prediction with 1.9M reactions from USPTO patents (1976-2016). (1) Given the reactants Br[C:2]1[CH:3]=[C:4]([CH:21]=[C:22]([Cl:24])[CH:23]=1)[CH2:5][O:6][C:7]1[CH:12]=[CH:11][CH:10]=[CH:9][C:8]=1[CH2:13][C:14]([O:16][C:17]([CH3:20])([CH3:19])[CH3:18])=[O:15].[C:25]([O:29][C:30]([NH:32][C@@H:33]([C:35]1[C:36]([F:64])=[C:37](C2C=C(O)C=C(COC3C=CC=CC=3CC(OC(C)(C)C)=O)C=2)[CH:38]=[CH:39][CH:40]=1)[CH3:34])=[O:31])([CH3:28])([CH3:27])[CH3:26], predict the reaction product. The product is: [C:25]([O:29][C:30]([NH:32][C@@H:33]([C:35]1[C:36]([F:64])=[C:37]([C:2]2[CH:23]=[C:22]([Cl:24])[CH:21]=[C:4]([CH2:5][O:6][C:7]3[CH:12]=[CH:11][CH:10]=[CH:9][C:8]=3[CH2:13][C:14]([O:16][C:17]([CH3:20])([CH3:19])[CH3:18])=[O:15])[CH:3]=2)[CH:38]=[CH:39][CH:40]=1)[CH3:34])=[O:31])([CH3:26])([CH3:27])[CH3:28]. (2) Given the reactants CS(O[CH2:6][CH2:7][C@H:8]1[C:13]2[CH:14]=[CH:15][C:16]([C:18]([N:20]([CH3:22])[CH3:21])=[O:19])=[CH:17][C:12]=2[CH2:11][CH2:10][O:9]1)(=O)=O.[C:23]([C:25]1[CH:26]=[C:27]2[C:32](=[CH:33][CH:34]=1)[C:31]([N:35]1[CH2:40][CH2:39][NH:38][C@H:37]([CH3:41])[CH2:36]1)=[CH:30][CH:29]=[CH:28]2)#[N:24], predict the reaction product. The product is: [C:23]([C:25]1[CH:26]=[C:27]2[C:32](=[CH:33][CH:34]=1)[C:31]([N:35]1[CH2:40][CH2:39][N:38]([CH2:6][CH2:7][C@H:8]3[C:13]4[CH:14]=[CH:15][C:16]([C:18]([N:20]([CH3:22])[CH3:21])=[O:19])=[CH:17][C:12]=4[CH2:11][CH2:10][O:9]3)[C@H:37]([CH3:41])[CH2:36]1)=[CH:30][CH:29]=[CH:28]2)#[N:24].